This data is from Catalyst prediction with 721,799 reactions and 888 catalyst types from USPTO. The task is: Predict which catalyst facilitates the given reaction. (1) Reactant: [CH3:1][C:2]12[N:7]([S:8]([C:11]3[CH:16]=[CH:15][C:14]([CH3:17])=[CH:13][CH:12]=3)(=[O:10])=[O:9])[CH:6]1[CH2:5][CH2:4][CH2:3]2.[N-:18]=[N+:19]=[N-:20].[Na+]. Product: [N:18]([C:2]1([CH3:1])[CH2:3][CH2:4][CH2:5][CH:6]1[NH:7][S:8]([C:11]1[CH:16]=[CH:15][C:14]([CH3:17])=[CH:13][CH:12]=1)(=[O:10])=[O:9])=[N+:19]=[N-:20]. The catalyst class is: 378. (2) Reactant: ClC1C([NH:8][CH2:9][C:10]2[CH:11]=[C:12]3[C:17](=[CH:18][CH:19]=2)[N:16]=[CH:15][C:14]([C:20]2[CH:25]=[CH:24][CH:23]=[CH:22][CH:21]=2)=[N:13]3)=NC=CN=1.[CH:26]1([C:30]([OH:32])=O)[CH2:29][CH2:28][CH2:27]1.[CH2:33]([Cl:36])[CH2:34]Cl.C1C=[C:41]2[N:43]=N[N:45](O)[C:40]2=CC=1.O.C(N(CC)C(C)C)(C)C. Product: [Cl:36][C:33]1[C:34]([CH:9]([C:10]2[CH:19]=[C:18]3[C:17](=[CH:12][CH:11]=2)[N:16]=[CH:15][C:14]([C:20]2[CH:25]=[CH:24][CH:23]=[CH:22][CH:21]=2)=[N:13]3)[NH:8][C:30]([CH:26]2[CH2:27][CH2:28][CH2:29]2)=[O:32])=[N:43][CH:41]=[CH:40][N:45]=1. The catalyst class is: 2. (3) Reactant: [Br:1][C:2]1[CH:7]=[CH:6][C:5]([NH:8][C@@H:9]([CH3:13])[CH2:10][C:11]#[N:12])=[CH:4][CH:3]=1.[OH:14]S(O)(=O)=O. Product: [Br:1][C:2]1[CH:3]=[CH:4][C:5]([NH:8][C@@H:9]([CH3:13])[CH2:10][C:11]([NH2:12])=[O:14])=[CH:6][CH:7]=1. The catalyst class is: 93. (4) Reactant: [OH-].[Na+].[C:3]1([CH2:9][O:10][C:11]([CH:13]2[CH2:18][CH2:17][CH2:16][CH2:15][CH2:14]2)=[O:12])[CH:8]=[CH:7][CH:6]=[CH:5][CH:4]=1.Cl.[CH2:20]([N:22]([CH2:25]C)[CH2:23]C)C.Cl.C([N:30]=C=NCCCN(C)C)C. Product: [CH3:20][N:22]([CH2:25][C:6]1[CH:7]=[CH:8][C:3]([C:9]2[O:10][C:11](=[O:12])[C:13]3([CH2:18][CH2:17][CH2:16][CH2:15][CH2:14]3)[N:30]=2)=[CH:4][CH:5]=1)[CH3:23]. The catalyst class is: 595.